Dataset: Forward reaction prediction with 1.9M reactions from USPTO patents (1976-2016). Task: Predict the product of the given reaction. (1) Given the reactants [CH3:1][O:2][C:3]1[C:8]([O:9][CH3:10])=[C:7]([O:11][CH3:12])[CH:6]=[CH:5][C:4]=1[CH2:13][CH2:14][C:15](=[O:21])[CH2:16][C:17]([O:19][CH3:20])=[O:18].[BH4-].[Na+], predict the reaction product. The product is: [OH:21][CH:15]([CH2:14][CH2:13][C:4]1[CH:5]=[CH:6][C:7]([O:11][CH3:12])=[C:8]([O:9][CH3:10])[C:3]=1[O:2][CH3:1])[CH2:16][C:17]([O:19][CH3:20])=[O:18]. (2) Given the reactants [OH:1][C:2]1[CH:7]=[CH:6][C:5]([Cl:8])=[CH:4][C:3]=1[C:9]([C:11]1[CH:12]=[N:13][N:14]([C:16]2[CH:21]=[CH:20][CH:19]=[CH:18][CH:17]=2)[CH:15]=1)=[O:10].Br[CH2:23][C:24]([O:26]CC)=[O:25], predict the reaction product. The product is: [Cl:8][C:5]1[CH:6]=[CH:7][C:2]([O:1][CH2:23][C:24]([OH:26])=[O:25])=[C:3]([C:9]([C:11]2[CH:12]=[N:13][N:14]([C:16]3[CH:17]=[CH:18][CH:19]=[CH:20][CH:21]=3)[CH:15]=2)=[O:10])[CH:4]=1. (3) Given the reactants C([NH:9][C:10]([NH:12][C:13]1[CH:18]=[C:17]([CH2:19][CH2:20][C:21]2[CH:26]=[CH:25][CH:24]=[CH:23][C:22]=2[CH3:27])[CH:16]=[CH:15][N:14]=1)=[O:11])(=O)C1C=CC=CC=1.C(=O)([O-])[O-].[K+].[K+], predict the reaction product. The product is: [C:22]1([CH3:27])[CH:23]=[CH:24][CH:25]=[CH:26][C:21]=1[CH2:20][CH2:19][C:17]1[CH:16]=[CH:15][N:14]=[C:13]([NH:12][C:10]([NH2:9])=[O:11])[CH:18]=1. (4) The product is: [Cl:1][C:2]1[CH:7]=[CH:6][C:5]([NH:8][C:9](=[O:12])[CH2:10][N:37]2[CH2:38][CH2:39][N:34]([C:29]3[CH:30]=[CH:31][CH:32]=[CH:33][N:28]=3)[CH2:35][CH2:36]2)=[C:4]([C:13](=[O:21])[C:14]2[CH:19]=[CH:18][CH:17]=[CH:16][C:15]=2[Cl:20])[CH:3]=1. Given the reactants [Cl:1][C:2]1[CH:7]=[CH:6][C:5]([NH:8][C:9](=[O:12])[CH2:10]Cl)=[C:4]([C:13](=[O:21])[C:14]2[CH:19]=[CH:18][CH:17]=[CH:16][C:15]=2[Cl:20])[CH:3]=1.C(=O)([O-])[O-].[K+].[K+].[N:28]1[CH:33]=[CH:32][CH:31]=[CH:30][C:29]=1[N:34]1[CH2:39][CH2:38][NH:37][CH2:36][CH2:35]1, predict the reaction product. (5) Given the reactants [F:1][C:2]1[C:31]([F:32])=[CH:30][CH:29]=[CH:28][C:3]=1[CH2:4][NH:5][C:6]1[C:11]([C:12]([NH2:14])=[O:13])=[CH:10][N:9]=[C:8]([NH:15][C:16]2[CH:21]=[CH:20][C:19]([CH:22]3[CH2:27][CH2:26][NH:25][CH2:24][CH2:23]3)=[CH:18][CH:17]=2)[CH:7]=1.[CH3:33][CH2:34][N:35](C(C)C)C(C)C.BrCC#N, predict the reaction product. The product is: [C:34]([CH2:33][N:25]1[CH2:24][CH2:23][CH:22]([C:19]2[CH:18]=[CH:17][C:16]([NH:15][C:8]3[CH:7]=[C:6]([NH:5][CH2:4][C:3]4[CH:28]=[CH:29][CH:30]=[C:31]([F:32])[C:2]=4[F:1])[C:11]([C:12]([NH2:14])=[O:13])=[CH:10][N:9]=3)=[CH:21][CH:20]=2)[CH2:27][CH2:26]1)#[N:35]. (6) Given the reactants Br[C:2]1[CH:3]=[CH:4][C:5]([C:8]2[NH:9][C:10]([CH:13]([C:21]3[CH:26]=[CH:25][C:24]([S:27]([CH:30]4[CH2:32][CH2:31]4)(=[O:29])=[O:28])=[CH:23][CH:22]=3)[CH2:14][CH:15]3[CH2:20][CH2:19][O:18][CH2:17][CH2:16]3)=[CH:11][CH:12]=2)=[N:6][CH:7]=1.[SH:33][CH2:34][C:35]([O:37][CH2:38][CH3:39])=[O:36], predict the reaction product. The product is: [CH:30]1([S:27]([C:24]2[CH:25]=[CH:26][C:21]([CH:13]([C:10]3[NH:9][C:8]([C:5]4[N:6]=[CH:7][C:2]([S:33][CH2:34][C:35]([O:37][CH2:38][CH3:39])=[O:36])=[CH:3][CH:4]=4)=[CH:12][CH:11]=3)[CH2:14][CH:15]3[CH2:20][CH2:19][O:18][CH2:17][CH2:16]3)=[CH:22][CH:23]=2)(=[O:29])=[O:28])[CH2:32][CH2:31]1. (7) Given the reactants Br[C:2]1[CH:3]=[C:4]2[C:8](=[CH:9][CH:10]=1)[NH:7][CH:6]=[C:5]2[CH2:11][CH3:12].[B:13]1([B:13]2[O:17][C:16]([CH3:19])([CH3:18])[C:15]([CH3:21])([CH3:20])[O:14]2)[O:17][C:16]([CH3:19])([CH3:18])[C:15]([CH3:21])([CH3:20])[O:14]1.C([O-])(=O)C.[K+], predict the reaction product. The product is: [CH2:11]([C:5]1[C:4]2[C:8](=[CH:9][CH:10]=[C:2]([B:13]3[O:17][C:16]([CH3:19])([CH3:18])[C:15]([CH3:21])([CH3:20])[O:14]3)[CH:3]=2)[NH:7][CH:6]=1)[CH3:12]. (8) The product is: [Cl:1][C:2]1[CH:3]=[CH:4][C:5]([CH2:6][N:7]2[C:15]3[C:14](=[O:16])[N:13]([CH2:17][C:18]([OH:20])([CH3:42])[CH2:19][CH2:37][CH3:38])[C:12](=[O:21])[N:11]([CH3:22])[C:10]=3[N:9]=[C:8]2[O:23][C:24]2[CH:29]=[CH:28][CH:27]=[C:26]([O:30][C:31]([F:34])([F:32])[F:33])[CH:25]=2)=[CH:35][CH:36]=1. Given the reactants [Cl:1][C:2]1[CH:36]=[CH:35][C:5]([CH2:6][N:7]2[C:15]3[C:14](=[O:16])[N:13]([CH2:17][C:18](=[O:20])[CH3:19])[C:12](=[O:21])[N:11]([CH3:22])[C:10]=3[N:9]=[C:8]2[O:23][C:24]2[CH:29]=[CH:28][CH:27]=[C:26]([O:30][C:31]([F:34])([F:33])[F:32])[CH:25]=2)=[CH:4][CH:3]=1.[CH2:37]([Mg]Br)[CH2:38]C.[CH2:42]1COCC1, predict the reaction product.